From a dataset of Forward reaction prediction with 1.9M reactions from USPTO patents (1976-2016). Predict the product of the given reaction. (1) Given the reactants C(Cl)(=O)C(Cl)=O.[F:7][C:8]1([F:15])[CH2:11][CH:10]([C:12](O)=[O:13])[CH2:9]1.[CH3:16][N:17](C=O)[CH3:18].N(C)C, predict the reaction product. The product is: [F:7][C:8]1([F:15])[CH2:11][CH:10]([C:12]([N:17]([CH3:18])[CH3:16])=[O:13])[CH2:9]1. (2) Given the reactants [CH2:1]([O:3][C:4]([C:6]1[C:15](=[O:16])[C:14]2[C:9](=[CH:10][C:11](Cl)=[CH:12][N:13]=2)[N:8]([C@H:18]([C:22]([CH3:30])([CH3:29])[O:23][SiH2:24][C:25]([CH3:28])([CH3:27])[CH3:26])[CH:19]([CH3:21])[CH3:20])[CH:7]=1)=[O:5])[CH3:2].[Br-].[F:32][C:33]1[C:40]([Cl:41])=[CH:39][CH:38]=[CH:37][C:34]=1[CH2:35][Zn+].Cl, predict the reaction product. The product is: [CH2:1]([O:3][C:4]([C:6]1[C:15](=[O:16])[C:14]2[C:9](=[CH:10][C:11]([CH2:35][C:34]3[CH:37]=[CH:38][CH:39]=[C:40]([Cl:41])[C:33]=3[F:32])=[CH:12][N:13]=2)[N:8]([C@H:18]([C:22]([CH3:30])([CH3:29])[O:23][SiH2:24][C:25]([CH3:26])([CH3:28])[CH3:27])[CH:19]([CH3:20])[CH3:21])[CH:7]=1)=[O:5])[CH3:2].